From a dataset of CYP2D6 inhibition data for predicting drug metabolism from PubChem BioAssay. Regression/Classification. Given a drug SMILES string, predict its absorption, distribution, metabolism, or excretion properties. Task type varies by dataset: regression for continuous measurements (e.g., permeability, clearance, half-life) or binary classification for categorical outcomes (e.g., BBB penetration, CYP inhibition). Dataset: cyp2d6_veith. (1) The drug is COC(=O)C(C)Sc1nc2c(cnn2-c2ccc(C)cc2)c(=O)[nH]1. The result is 0 (non-inhibitor). (2) The drug is O=C(Nc1ncc2c(n1)-c1ccccc1CC2)c1cccc(Cl)c1. The result is 0 (non-inhibitor). (3) The molecule is CN(C)Cc1ccccc1-c1cc(NC2CC2)ncn1. The result is 1 (inhibitor). (4) The molecule is CN(CCO)Cc1ncccc1O. The result is 0 (non-inhibitor). (5) The result is 0 (non-inhibitor). The molecule is CC(=O)OCC(=O)[C@@]1(OC(C)=O)[C@H](C)C[C@H]2[C@@H]3C[C@H](F)C4=CC(=O)C=C[C@@]4(C)[C@]3(F)[C@H](O)C[C@@]21C. (6) The molecule is c1cc2c(cc1C(N1CCNCC1)N1CCNCC1)OCO2. The result is 0 (non-inhibitor). (7) The drug is CCN(CC)C(=O)CSc1nnc(C2CCCCC2)o1. The result is 0 (non-inhibitor). (8) The compound is O=C(O)c1ccc(Cc2ccccc2C(=O)O)cc1. The result is 0 (non-inhibitor). (9) The molecule is COc1ccc(-c2cc(CNC(C)=O)on2)cc1. The result is 0 (non-inhibitor).